Dataset: NCI-60 drug combinations with 297,098 pairs across 59 cell lines. Task: Regression. Given two drug SMILES strings and cell line genomic features, predict the synergy score measuring deviation from expected non-interaction effect. (1) Drug 1: CNC(=O)C1=CC=CC=C1SC2=CC3=C(C=C2)C(=NN3)C=CC4=CC=CC=N4. Drug 2: C1C(C(OC1N2C=NC3=C2NC=NCC3O)CO)O. Cell line: K-562. Synergy scores: CSS=50.9, Synergy_ZIP=0.118, Synergy_Bliss=0.125, Synergy_Loewe=-47.7, Synergy_HSA=0.395. (2) Drug 1: CC12CCC(CC1=CCC3C2CCC4(C3CC=C4C5=CN=CC=C5)C)O. Drug 2: C1C(C(OC1N2C=NC3=C(N=C(N=C32)Cl)N)CO)O. Cell line: RPMI-8226. Synergy scores: CSS=8.96, Synergy_ZIP=7.50, Synergy_Bliss=2.36, Synergy_Loewe=-5.49, Synergy_HSA=-4.67. (3) Drug 2: C1CC(=O)NC(=O)C1N2CC3=C(C2=O)C=CC=C3N. Synergy scores: CSS=5.72, Synergy_ZIP=-4.02, Synergy_Bliss=-3.98, Synergy_Loewe=-1.10, Synergy_HSA=-0.936. Drug 1: C1CCC(C1)C(CC#N)N2C=C(C=N2)C3=C4C=CNC4=NC=N3. Cell line: CAKI-1.